Dataset: Forward reaction prediction with 1.9M reactions from USPTO patents (1976-2016). Task: Predict the product of the given reaction. (1) Given the reactants [CH3:1][O:2][C:3]1[CH:8]=[CH:7][C:6]([CH:9]=[CH:10][CH2:11][C:12]([OH:14])=[O:13])=[CH:5][CH:4]=1.C1C=C[C:18]2N(O)N=[N:21][C:19]=2C=1.[CH2:25](Cl)CCl.C([N:31]([CH2:34]C)[CH2:32][CH3:33])C.C[N:37]([CH3:40])C=O, predict the reaction product. The product is: [NH:37]1[CH2:40][CH2:18][CH2:19][N:21]=[C:34]1[NH:31][CH2:32][CH2:33][CH2:1][O:2][C:3]1[CH:4]=[CH:5][C:6]([CH:9]2[CH2:25][CH:10]2[CH2:11][C:12]([OH:14])=[O:13])=[CH:7][CH:8]=1. (2) Given the reactants C1(COC(=O)[NH:10][CH2:11][C@@H:12]2[C@H:16]([OH:17])[CH2:15][N:14]([CH2:18][CH2:19][C:20]3[C:29]4[C:24](=[CH:25][CH:26]=[C:27]([O:30][CH3:31])[N:28]=4)[N:23]=[CH:22][CH:21]=3)[CH2:13]2)C=CC=CC=1, predict the reaction product. The product is: [NH2:10][CH2:11][C@H:12]1[CH2:13][N:14]([CH2:18][CH2:19][C:20]2[C:29]3[C:24](=[CH:25][CH:26]=[C:27]([O:30][CH3:31])[N:28]=3)[N:23]=[CH:22][CH:21]=2)[CH2:15][C@H:16]1[OH:17]. (3) The product is: [Cl:1][C:2]1[CH:9]=[C:8]([N:10]([CH2:16][C:17]2[CH:18]=[CH:19][CH:20]=[CH:21][CH:22]=2)[C@H:11]2[CH2:15][CH2:14][N:13]([S:26]([CH2:25][C:24]([F:31])([F:30])[F:23])(=[O:28])=[O:27])[CH2:12]2)[CH:7]=[CH:6][C:3]=1[C:4]#[N:5]. Given the reactants [Cl:1][C:2]1[CH:9]=[C:8]([N:10]([CH2:16][C:17]2[CH:22]=[CH:21][CH:20]=[CH:19][CH:18]=2)[C@H:11]2[CH2:15][CH2:14][NH:13][CH2:12]2)[CH:7]=[CH:6][C:3]=1[C:4]#[N:5].[F:23][C:24]([F:31])([F:30])[CH2:25][S:26](Cl)(=[O:28])=[O:27], predict the reaction product. (4) Given the reactants [Br:1][C:2]1[CH:3]=[C:4]2[C:9](=[CH:10][CH:11]=1)[N:8]=[CH:7][C:6]([N+:12]([O-])=O)=[C:5]2[NH:15][C:16]1[C:17]([O:22][CH3:23])=[N:18][CH:19]=[CH:20][CH:21]=1, predict the reaction product. The product is: [Br:1][C:2]1[CH:3]=[C:4]2[C:9](=[CH:10][CH:11]=1)[N:8]=[CH:7][C:6]([NH2:12])=[C:5]2[NH:15][C:16]1[C:17]([O:22][CH3:23])=[N:18][CH:19]=[CH:20][CH:21]=1. (5) The product is: [Br:14][C:9]1[CH:10]=[C:4]([CH:1]([CH3:3])[CH3:2])[C:5]([NH2:6])=[C:7]([CH:11]([CH3:13])[CH3:12])[CH:8]=1. Given the reactants [CH:1]([C:4]1[CH:10]=[CH:9][CH:8]=[C:7]([CH:11]([CH3:13])[CH3:12])[C:5]=1[NH2:6])([CH3:3])[CH3:2].[Br:14]Br.C(Cl)(Cl)Cl.[OH-].[Na+], predict the reaction product. (6) Given the reactants [C:1]([C:5]1[C:10]([Cl:11])=[CH:9][C:8]([C:12]2[N:13]([C:31](Cl)=[O:32])[C@H:14]([C:24]3[CH:29]=[CH:28][C:27]([Cl:30])=[CH:26][CH:25]=3)[C@H:15]([C:17]3[CH:22]=[CH:21][C:20]([Cl:23])=[CH:19][CH:18]=3)[N:16]=2)=[C:7]([O:34][CH2:35][CH3:36])[CH:6]=1)([CH3:4])([CH3:3])[CH3:2].Cl.[N:38]1([CH2:44][CH2:45][NH:46][C:47](=[O:49])[CH3:48])[CH2:43][CH2:42][NH:41][CH2:40][CH2:39]1, predict the reaction product. The product is: [ClH:11].[C:1]([C:5]1[C:10]([Cl:11])=[CH:9][C:8]([C:12]2[N:13]([C:31]([N:41]3[CH2:40][CH2:39][N:38]([CH2:44][CH2:45][NH:46][C:47](=[O:49])[CH3:48])[CH2:43][CH2:42]3)=[O:32])[C@H:14]([C:24]3[CH:25]=[CH:26][C:27]([Cl:30])=[CH:28][CH:29]=3)[C@H:15]([C:17]3[CH:18]=[CH:19][C:20]([Cl:23])=[CH:21][CH:22]=3)[N:16]=2)=[C:7]([O:34][CH2:35][CH3:36])[CH:6]=1)([CH3:2])([CH3:4])[CH3:3]. (7) Given the reactants [Cl:1][C:2]1[CH:7]=[CH:6][C:5]([CH:8]([C:38]2[CH:43]=[CH:42][C:41]([Cl:44])=[CH:40][CH:39]=2)[N:9]2[CH2:12][C:11](=[C:13]([S:34]([CH3:37])(=[O:36])=[O:35])[C:14]3[CH:19]=[CH:18][CH:17]=[C:16]([C:20](OC4C(F)=C(F)C(F)=C(F)C=4F)=[O:21])[CH:15]=3)[CH2:10]2)=[CH:4][CH:3]=1.[NH2:45][N:46]1[CH2:51][CH2:50][CH2:49][CH2:48][CH2:47]1.CN(C)C=O, predict the reaction product. The product is: [Cl:44][C:41]1[CH:42]=[CH:43][C:38]([CH:8]([C:5]2[CH:4]=[CH:3][C:2]([Cl:1])=[CH:7][CH:6]=2)[N:9]2[CH2:12][C:11](=[C:13]([S:34]([CH3:37])(=[O:35])=[O:36])[C:14]3[CH:19]=[CH:18][CH:17]=[C:16]([C:20](=[O:21])[NH:45][N:46]4[CH2:51][CH2:50][CH2:49][CH2:48][CH2:47]4)[CH:15]=3)[CH2:10]2)=[CH:39][CH:40]=1.